Predict the product of the given reaction. From a dataset of Forward reaction prediction with 1.9M reactions from USPTO patents (1976-2016). (1) Given the reactants Cl.[C:2]([O:6][C:7](=[O:11])[CH2:8][NH:9][CH3:10])([CH3:5])([CH3:4])[CH3:3].C(N(CC)CC)C.Br[CH2:20][C:21]1[CH:22]=[C:23]([CH:26]=[CH:27][CH:28]=1)[C:24]#[N:25].O, predict the reaction product. The product is: [C:2]([O:6][C:7](=[O:11])[CH2:8][N:9]([CH2:20][C:21]1[CH:28]=[CH:27][CH:26]=[C:23]([C:24]#[N:25])[CH:22]=1)[CH3:10])([CH3:5])([CH3:4])[CH3:3]. (2) Given the reactants [NH:1]1[CH:5]=[C:4]([C:6]2[C:7]3[CH:14]=[CH:13][N:12]([CH2:15][O:16][CH2:17][CH2:18][Si:19]([CH3:22])([CH3:21])[CH3:20])[C:8]=3[N:9]=[CH:10][N:11]=2)[CH:3]=[N:2]1.[CH3:23][C:24]1([S:27]([N:30]2[CH2:33][C:32](=[CH:34][C:35]#[N:36])[CH2:31]2)(=[O:29])=[O:28])[CH2:26][CH2:25]1.N12CCCN=C1CCCCC2, predict the reaction product. The product is: [CH3:23][C:24]1([S:27]([N:30]2[CH2:33][C:32]([CH2:34][C:35]#[N:36])([N:1]3[CH:5]=[C:4]([C:6]4[C:7]5[CH:14]=[CH:13][N:12]([CH2:15][O:16][CH2:17][CH2:18][Si:19]([CH3:22])([CH3:21])[CH3:20])[C:8]=5[N:9]=[CH:10][N:11]=4)[CH:3]=[N:2]3)[CH2:31]2)(=[O:29])=[O:28])[CH2:26][CH2:25]1. (3) Given the reactants [CH2:1]([O:3][C:4](=[O:14])[CH:5]([C:7]1[CH:12]=[CH:11][CH:10]=[C:9]([OH:13])[CH:8]=1)[CH3:6])[CH3:2].[N+:15]([O-])([OH:17])=[O:16].O, predict the reaction product. The product is: [CH2:1]([O:3][C:4](=[O:14])[CH:5]([C:7]1[CH:12]=[CH:11][C:10]([N+:15]([O-:17])=[O:16])=[C:9]([OH:13])[CH:8]=1)[CH3:6])[CH3:2]. (4) Given the reactants Cl.[CH3:2][C:3]1[C:8]([O:9][C:10]2[CH:15]=[CH:14][N:13]=[C:12]([NH:16][C:17]3[CH:18]=[C:19]([CH:34]=[CH:35][CH:36]=3)[CH2:20][N:21]3[CH2:26][CH2:25][N:24](C(OC(C)(C)C)=O)[CH2:23][CH2:22]3)[CH:11]=2)=[CH:7][CH:6]=[C:5]([CH3:37])[N:4]=1, predict the reaction product. The product is: [CH3:2][C:3]1[C:8]([O:9][C:10]2[CH:15]=[CH:14][N:13]=[C:12]([NH:16][C:17]3[CH:36]=[CH:35][CH:34]=[C:19]([CH2:20][N:21]4[CH2:26][CH2:25][NH:24][CH2:23][CH2:22]4)[CH:18]=3)[CH:11]=2)=[CH:7][CH:6]=[C:5]([CH3:37])[N:4]=1. (5) The product is: [CH3:1][NH:2][C:3]([C:5]1[C:10]([O:11][C:12]2[CH:17]=[CH:16][CH:15]=[C:14]([NH:18][S:39]([CH2:37][CH3:38])(=[O:41])=[O:40])[C:13]=2[CH3:19])=[CH:9][C:8](=[O:20])[N:7]([CH3:21])[C:6]=1[NH:22][C:23]1[CH:28]=[CH:27][C:26]([I:29])=[CH:25][C:24]=1[F:30])=[O:4]. Given the reactants [CH3:1][NH:2][C:3]([C:5]1[C:10]([O:11][C:12]2[CH:17]=[CH:16][CH:15]=[C:14]([NH2:18])[C:13]=2[CH3:19])=[CH:9][C:8](=[O:20])[N:7]([CH3:21])[C:6]=1[NH:22][C:23]1[CH:28]=[CH:27][C:26]([I:29])=[CH:25][C:24]=1[F:30])=[O:4].N1C=CC=CC=1.[CH2:37]([S:39](Cl)(=[O:41])=[O:40])[CH3:38].C(OCC)(=O)C, predict the reaction product. (6) Given the reactants [NH2:1][C@H:2]([C:7]([OH:9])=[O:8])[CH2:3][CH:4]([CH3:6])[CH3:5].N.[CH:11](OC)=[O:12], predict the reaction product. The product is: [CH:11]([NH:1][C@H:2]([C:7]([OH:9])=[O:8])[CH2:3][CH:4]([CH3:6])[CH3:5])=[O:12]. (7) Given the reactants [ClH:1].[CH3:2][O:3][C:4]1[CH:5]=[C:6]([CH:11]=[CH:12][C:13]=1[C:14]1[O:18][C:17]([CH3:19])=[N:16][CH:15]=1)[C:7]([NH:9][NH2:10])=[O:8].Cl[CH2:21][CH2:22][CH2:23][CH:24]([C:28]1[CH:33]=[CH:32][C:31]([F:34])=[C:30]([O:35][C:36]([F:39])([F:38])[F:37])[CH:29]=1)[C:25]([OH:27])=O.[CH2:40](N(CC)CC)C.CCOC(OC(OCC)=O)=O, predict the reaction product. The product is: [Cl:1][CH2:40][CH2:21][CH2:22][CH2:23][CH:24]([C:28]1[CH:33]=[CH:32][C:31]([F:34])=[C:30]([O:35][C:36]([F:39])([F:38])[F:37])[CH:29]=1)[C:25]([NH:10][NH:9][C:7](=[O:8])[C:6]1[CH:11]=[CH:12][C:13]([C:14]2[O:18][C:17]([CH3:19])=[N:16][CH:15]=2)=[C:4]([O:3][CH3:2])[CH:5]=1)=[O:27]. (8) The product is: [ClH:22].[F:1][CH2:2][C:3]1[CH:4]=[C:5]([CH:9]=[CH:10][C:11]=1[CH2:12][CH:13]1[CH2:18][CH2:17][N:16]([CH3:19])[CH2:15][CH2:14]1)[C:6]([Cl:22])=[O:7]. Given the reactants [F:1][CH2:2][C:3]1[CH:4]=[C:5]([CH:9]=[CH:10][C:11]=1[CH2:12][CH:13]1[CH2:18][CH2:17][N:16]([CH3:19])[CH2:15][CH2:14]1)[C:6](O)=[O:7].S(Cl)([Cl:22])=O, predict the reaction product. (9) Given the reactants C(OC(=O)[NH:7][C@@H:8]([CH2:28][C:29]1[CH:34]=[CH:33][CH:32]=[CH:31][CH:30]=1)[CH2:9][NH:10][C:11]1[C:12]2[CH:26]=[CH:25][N:24]=[C:23](Cl)[C:13]=2[N:14]=[C:15]([C:17]2[CH:22]=[CH:21][N:20]=[CH:19][CH:18]=2)[N:16]=1)(C)(C)C.[CH3:36][S:37]([NH:40][C:41]1[CH:42]=[C:43](B2OC(C)(C)C(C)(C)O2)[CH:44]=[CH:45][CH:46]=1)(=[O:39])=[O:38].[O-]P([O-])([O-])=O.[K+].[K+].[K+], predict the reaction product. The product is: [NH2:7][C@@H:8]([CH2:28][C:29]1[CH:34]=[CH:33][CH:32]=[CH:31][CH:30]=1)[CH2:9][NH:10][C:11]1[C:12]2[CH:26]=[CH:25][N:24]=[C:23]([C:45]3[CH:46]=[C:41]([NH:40][S:37]([CH3:36])(=[O:38])=[O:39])[CH:42]=[CH:43][CH:44]=3)[C:13]=2[N:14]=[C:15]([C:17]2[CH:18]=[CH:19][N:20]=[CH:21][CH:22]=2)[N:16]=1. (10) Given the reactants C[O:2][C:3](=[O:30])[C:4]([CH3:29])([NH:6][C:7]([C:9]1[CH:18]=[CH:17][C:16]2[C:11](=[CH:12][CH:13]=[CH:14][CH:15]=2)[C:10]=1[C:19]#[C:20][CH2:21][CH2:22][C:23]1[CH:28]=[CH:27][CH:26]=[CH:25][CH:24]=1)=[O:8])[CH3:5].[OH-].[Na+], predict the reaction product. The product is: [CH3:29][C:4]([NH:6][C:7]([C:9]1[CH:18]=[CH:17][C:16]2[C:11](=[CH:12][CH:13]=[CH:14][CH:15]=2)[C:10]=1[C:19]#[C:20][CH2:21][CH2:22][C:23]1[CH:24]=[CH:25][CH:26]=[CH:27][CH:28]=1)=[O:8])([CH3:5])[C:3]([OH:30])=[O:2].